Dataset: Full USPTO retrosynthesis dataset with 1.9M reactions from patents (1976-2016). Task: Predict the reactants needed to synthesize the given product. Given the product [CH3:1][C:2]1[C:7]([NH:8][S:26]([CH:20]2[CH2:25][CH2:24][CH2:23][CH2:22][CH2:21]2)(=[O:28])=[O:27])=[CH:6][CH:5]=[C:4]([N:9]2[CH2:13][CH2:12][C@H:11]([N:14]3[CH2:18][CH2:17][CH2:16][C@@H:15]3[CH3:19])[CH2:10]2)[N:3]=1, predict the reactants needed to synthesize it. The reactants are: [CH3:1][C:2]1[C:7]([NH2:8])=[CH:6][CH:5]=[C:4]([N:9]2[CH2:13][CH2:12][C@H:11]([N:14]3[CH2:18][CH2:17][CH2:16][C@@H:15]3[CH3:19])[CH2:10]2)[N:3]=1.[CH:20]1([S:26](Cl)(=[O:28])=[O:27])[CH2:25][CH2:24][CH2:23][CH2:22][CH2:21]1.